From a dataset of Reaction yield outcomes from USPTO patents with 853,638 reactions. Predict the reaction yield, written as a fraction of the theoretical maximum amount of product (1.0 means a 100% yield; for example, 0.34 means a 34% yield). (1) The reactants are [Br-].[In+3].[Br-].[Br-].[F:5][C:6]1[CH:7]=[C:8]2[C:12](=[CH:13][CH:14]=1)[NH:11][C:10]([CH3:15])=[CH:9]2.[CH2:16]([S:20](Cl)(=[O:22])=[O:21])[CH2:17][CH2:18][CH3:19]. The catalyst is ClCCCl. The product is [CH2:16]([S:20]([C:9]1[C:8]2[C:12](=[CH:13][CH:14]=[C:6]([F:5])[CH:7]=2)[NH:11][C:10]=1[CH3:15])(=[O:22])=[O:21])[CH2:17][CH2:18][CH3:19]. The yield is 0.150. (2) The reactants are N1C(N)=C2C(N=CN2)=NC=1.[CH:11]1[N:16]=[C:15]([NH2:17])[C:14]2[N:18]=[CH:19][N:20]([CH2:21][CH2:22][O:23]CP(O)(O)=O)[C:13]=2[N:12]=1.CC(C)[O-].[Mg+2].CC(C)[O-].C1(=O)OCCO1. The catalyst is CN(C=O)C.[OH-].[Na+].C1(C)C=CC=CC=1. The product is [OH:23][CH2:22][CH2:21][N:20]1[CH:19]=[N:18][C:14]2[C:13]1=[N:12][CH:11]=[N:16][C:15]=2[NH2:17]. The yield is 0.900. (3) The reactants are [Cu][C:2]#[N:3].C(ON=O)(C)(C)C.[Br:11][C:12]1[CH:18]=[C:17]([Br:19])[CH:16]=[CH:15][C:13]=1N.Cl. The catalyst is CS(C)=O. The product is [Br:11][C:12]1[CH:18]=[C:17]([Br:19])[CH:16]=[CH:15][C:13]=1[C:2]#[N:3]. The yield is 0.310. (4) The reactants are [Cl:1][C:2]1[CH:17]=[CH:16][C:5]([CH2:6][NH:7][C:8]2[N:13]=[CH:12][C:11]([CH:14]=[O:15])=[CH:10][CH:9]=2)=[CH:4][CH:3]=1.[C:18]([O:22][C:23](O[C:23]([O:22][C:18]([CH3:21])([CH3:20])[CH3:19])=[O:24])=[O:24])([CH3:21])([CH3:20])[CH3:19].C(N(CC)C(C)C)(C)C. The catalyst is O1CCCC1.CN(C)C1C=CN=CC=1. The product is [C:18]([O:22][C:23](=[O:24])[N:7]([CH2:6][C:5]1[CH:16]=[CH:17][C:2]([Cl:1])=[CH:3][CH:4]=1)[C:8]1[CH:9]=[CH:10][C:11]([CH:14]=[O:15])=[CH:12][N:13]=1)([CH3:21])([CH3:20])[CH3:19]. The yield is 0.840. (5) The reactants are [CH3:1][CH:2]1[CH2:11][C:10](=[O:12])[NH:9][C:8]2[N:7]=[C:6]([O:13][CH2:14][CH2:15][CH2:16][CH:17]=O)[CH:5]=[CH:4][C:3]1=2.Cl.[Cl:20][C:21]1[C:26]([Cl:27])=[CH:25][CH:24]=[CH:23][C:22]=1[N:28]1[CH2:33][CH2:32][NH:31][CH2:30][CH2:29]1.C(N(CC)CC)C.C(O[BH-](OC(=O)C)OC(=O)C)(=O)C.[Na+]. The yield is 0.790. The catalyst is ClCCCl. The product is [Cl:20][C:21]1[C:26]([Cl:27])=[CH:25][CH:24]=[CH:23][C:22]=1[N:28]1[CH2:33][CH2:32][N:31]([CH2:17][CH2:16][CH2:15][CH2:14][O:13][C:6]2[N:7]=[C:8]3[C:3]([CH:2]([CH3:1])[CH2:11][C:10](=[O:12])[NH:9]3)=[CH:4][CH:5]=2)[CH2:30][CH2:29]1. (6) The reactants are [F:1][C:2]1[CH:3]=[C:4]([C:8]2[N:28]=[C:11]3[CH:12]=[C:13]([NH:16][C:17]([C:19]4[N:23]([CH3:24])[N:22]=[CH:21][C:20]=4[C:25]([OH:27])=O)=[O:18])[CH:14]=[CH:15][N:10]3[N:9]=2)[CH:5]=[CH:6][CH:7]=1.Cl.[CH3:30][O:31][CH:32]1[CH2:35][NH:34][CH2:33]1. No catalyst specified. The product is [F:1][C:2]1[CH:3]=[C:4]([C:8]2[N:28]=[C:11]3[CH:12]=[C:13]([NH:16][C:17]([C:19]4[N:23]([CH3:24])[N:22]=[CH:21][C:20]=4[C:25]([N:34]4[CH2:35][CH:32]([O:31][CH3:30])[CH2:33]4)=[O:27])=[O:18])[CH:14]=[CH:15][N:10]3[N:9]=2)[CH:5]=[CH:6][CH:7]=1. The yield is 0.141.